From a dataset of Catalyst prediction with 721,799 reactions and 888 catalyst types from USPTO. Predict which catalyst facilitates the given reaction. (1) Reactant: Br.BrCC([C:6]1[CH:11]=[CH:10][CH:9]=[CH:8][N:7]=1)=O.Cl.[C:13]([NH2:16])(=[NH:15])[CH3:14].[CH3:17][C:18](C)([O-])C.[K+]. Product: [CH3:14][C:13]1[NH:15][CH:17]=[C:18]([C:9]2[CH:8]=[N:7][CH:6]=[CH:11][CH:10]=2)[N:16]=1. The catalyst class is: 5. (2) Reactant: CS(O[C@@H:6]1[CH2:10][CH2:9][C@H:8]([NH:11][C:12]([O:14][C:15]([CH3:18])([CH3:17])[CH3:16])=[O:13])[CH2:7]1)(=O)=O.[N-:19]=[N+:20]=[N-:21].[Na+]. Product: [N:19]([C@H:6]1[CH2:10][CH2:9][C@H:8]([NH:11][C:12](=[O:13])[O:14][C:15]([CH3:18])([CH3:17])[CH3:16])[CH2:7]1)=[N+:20]=[N-:21]. The catalyst class is: 3. (3) Reactant: [CH3:1][S:2]([CH3:4])=[O:3].ClOC(C)(C)C.[N+:11]([C:14]1[CH:15]=[C:16]([CH:18]=[CH:19][CH:20]=1)[NH2:17])([O-:13])=[O:12].CCN(CC)CC. Product: [CH3:1][S:2]([CH3:4])(=[N:17][C:16]1[CH:18]=[CH:19][CH:20]=[C:14]([N+:11]([O-:13])=[O:12])[CH:15]=1)=[O:3]. The catalyst class is: 2. (4) Reactant: Cl.[N+:2]([C:5]1[CH:10]=[CH:9][C:8]([C:11]2[S:15][C:14]([CH:16]3[CH2:21][CH2:20][NH:19][CH2:18][CH2:17]3)=[N:13][CH:12]=2)=[CH:7][CH:6]=1)([O-:4])=[O:3].Br[C:23]([CH3:30])([CH3:29])[C:24]([O:26][CH2:27][CH3:28])=[O:25].C(=O)([O-])[O-].[K+].[K+].O. Product: [CH3:29][C:23]([N:19]1[CH2:20][CH2:21][CH:16]([C:14]2[S:15][C:11]([C:8]3[CH:7]=[CH:6][C:5]([N+:2]([O-:4])=[O:3])=[CH:10][CH:9]=3)=[CH:12][N:13]=2)[CH2:17][CH2:18]1)([CH3:30])[C:24]([O:26][CH2:27][CH3:28])=[O:25]. The catalyst class is: 3. (5) Reactant: [Br:1][C:2]1[CH:3]=[C:4]([NH:23][CH2:24][C:25]2[N:26]=[N:27][N:28]([CH2:30][CH2:31][N:32]3C(=O)C4C(=CC=CC=4)C3=O)[CH:29]=2)[CH:5]=[C:6]2[C:11]=1[N:10]=[CH:9][C:8]([C:12]#[N:13])=[C:7]2[NH:14][C:15]1[CH:20]=[CH:19][C:18]([F:21])=[C:17]([Cl:22])[CH:16]=1.O.NN. Product: [NH2:32][CH2:31][CH2:30][N:28]1[CH:29]=[C:25]([CH2:24][NH:23][C:4]2[CH:5]=[C:6]3[C:11](=[C:2]([Br:1])[CH:3]=2)[N:10]=[CH:9][C:8]([C:12]#[N:13])=[C:7]3[NH:14][C:15]2[CH:20]=[CH:19][C:18]([F:21])=[C:17]([Cl:22])[CH:16]=2)[N:26]=[N:27]1. The catalyst class is: 8. (6) Reactant: [CH2:1]([O:8][C:9]([NH:11][C@@H:12]([C:16]1[CH:21]=[CH:20][CH:19]=[CH:18][CH:17]=1)[C:13]([OH:15])=O)=[O:10])[C:2]1[CH:7]=[CH:6][CH:5]=[CH:4][CH:3]=1.[CH2:34]1CC[CH:31]([N:30]=C=[N:30][CH:31]2[CH2:36][CH2:35][CH2:34]CC2)[CH2:36][CH2:35]1.C1C=CC2N(O)N=NC=2C=1.N1CCCC1. Product: [O:15]=[C:13]([N:30]1[CH2:31][CH2:36][CH2:35][CH2:34]1)[C@@H:12]([NH:11][C:9](=[O:10])[O:8][CH2:1][C:2]1[CH:3]=[CH:4][CH:5]=[CH:6][CH:7]=1)[C:16]1[CH:21]=[CH:20][CH:19]=[CH:18][CH:17]=1. The catalyst class is: 4.